From a dataset of Full USPTO retrosynthesis dataset with 1.9M reactions from patents (1976-2016). Predict the reactants needed to synthesize the given product. (1) Given the product [ClH:25].[ClH:25].[NH2:1][C:2]1[N:3]=[C:4]([NH:11][CH:12]2[CH2:17][CH2:16][CH2:15][NH:14][CH2:13]2)[S:5][C:6]=1[C:7]([O:9][CH3:10])=[O:8], predict the reactants needed to synthesize it. The reactants are: [NH2:1][C:2]1[N:3]=[C:4]([NH:11][CH:12]2[CH2:17][CH2:16][CH2:15][N:14](C(OC(C)(C)C)=O)[CH2:13]2)[S:5][C:6]=1[C:7]([O:9][CH3:10])=[O:8].[ClH:25]. (2) Given the product [Br:1][C:2]1[C:3]([C:4]#[N:5])=[CH:6][C:7]([F:11])=[C:8]([NH:13][C@H:14]([CH2:18][C:19]2[CH:24]=[CH:23][CH:22]=[CH:21][N:20]=2)[C:15]([NH2:17])=[O:16])[CH:9]=1, predict the reactants needed to synthesize it. The reactants are: [Br:1][C:2]1[CH:9]=[C:8](F)[C:7]([F:11])=[CH:6][C:3]=1[C:4]#[N:5].Cl.[NH2:13][C@H:14]([CH2:18][C:19]1[CH:24]=[CH:23][CH:22]=[CH:21][N:20]=1)[C:15]([NH2:17])=[O:16].CCN(C(C)C)C(C)C.O. (3) Given the product [CH3:47][N:2]([CH3:1])[CH2:3][C:4]([NH:6][C:7]1[CH:8]=[CH:9][C:10]([O:45][CH3:46])=[C:11]([NH:13][C:14]2[NH:19][C:18]3=[N:20][CH:21]=[CH:22][C:17]3=[C:16]([NH:33][C:34]3[CH:43]=[CH:42][CH:41]=[C:40]([F:44])[C:35]=3[C:36]([NH:38][CH3:39])=[O:37])[N:15]=2)[CH:12]=1)=[O:5], predict the reactants needed to synthesize it. The reactants are: [CH3:1][N:2]([CH3:47])[CH2:3][C:4]([NH:6][C:7]1[CH:8]=[CH:9][C:10]([O:45][CH3:46])=[C:11]([NH:13][C:14]2[N:15]=[C:16]([NH:33][C:34]3[CH:43]=[CH:42][CH:41]=[C:40]([F:44])[C:35]=3[C:36]([NH:38][CH3:39])=[O:37])[C:17]3[CH:22]=[CH:21][N:20](S(C4C=CC(C)=CC=4)(=O)=O)[C:18]=3[N:19]=2)[CH:12]=1)=[O:5].[OH-].[K+].CCOC(C)=O.C([O-])(O)=O.[Na+]. (4) Given the product [Cl:1][C:2]1[C:7]([O:8][CH3:9])=[CH:6][C:5]([O:10][CH3:11])=[C:4]([F:12])[C:3]=1[C:13]1[C:14](=[NH:15])[NH:28][C:29]2[N:30]=[C:31]([S:37][CH3:38])[N:32]=[CH:33][C:34]=2[CH:35]=1, predict the reactants needed to synthesize it. The reactants are: [Cl:1][C:2]1[C:7]([O:8][CH3:9])=[CH:6][C:5]([O:10][CH3:11])=[C:4]([F:12])[C:3]=1[CH2:13][C:14]#[N:15].C([O-])([O-])=O.[K+].[K+].C([O-])([O-])=O.[Cs+].[Cs+].[NH2:28][C:29]1[C:34]([CH:35]=O)=[CH:33][N:32]=[C:31]([S:37][CH3:38])[N:30]=1. (5) Given the product [CH:1]1([CH2:4][N:5]2[C:10](=[O:11])[C:9]([CH2:12][O:13][S:31]([CH3:30])(=[O:33])=[O:32])=[CH:8][C:7]([C:14]3[CH:15]=[CH:16][C:17]4[O:21][CH2:20][CH2:19][C:18]=4[CH:22]=3)=[N:6]2)[CH2:3][CH2:2]1, predict the reactants needed to synthesize it. The reactants are: [CH:1]1([CH2:4][N:5]2[C:10](=[O:11])[C:9]([CH2:12][OH:13])=[CH:8][C:7]([C:14]3[CH:15]=[CH:16][C:17]4[O:21][CH2:20][CH2:19][C:18]=4[CH:22]=3)=[N:6]2)[CH2:3][CH2:2]1.C(N(CC)CC)C.[CH3:30][S:31](Cl)(=[O:33])=[O:32].C(=O)([O-])O.[Na+]. (6) Given the product [F:13][C:14]1[C:15]([I:43])=[C:16]2[C:26]3[C:21](=[CH:22][N:23]=[C:24]([C:27]4[CH:28]=[N:29][CH:30]=[CH:31][CH:32]=4)[CH:25]=3)[NH:20][C:17]2=[N:18][CH:19]=1, predict the reactants needed to synthesize it. The reactants are: C(NC(C)C)(C)C.C([Li])CCC.[F:13][C:14]1[CH:15]=[C:16]2[C:26]3[C:21](=[CH:22][N:23]=[C:24]([C:27]4[CH:28]=[N:29][CH:30]=[CH:31][CH:32]=4)[CH:25]=3)[N:20](S(C3C=CC(C)=CC=3)(=O)=O)[C:17]2=[N:18][CH:19]=1.[I:43]I.[Cl-].[NH4+]. (7) Given the product [F:41][C:40]([F:43])([F:42])[C:38]([OH:44])=[O:39].[F:41][C:40]([F:43])([F:42])[C:38]([OH:44])=[O:39].[F:41][C:40]([F:43])([F:42])[C:38]([OH:44])=[O:39].[F:1][C:2]1[CH:7]=[CH:6][C:5]([F:8])=[CH:4][C:3]=1[C@@H:9]1[C@@H:14]([NH2:15])[CH2:13][C@@H:12]([N:23]2[CH2:30][C:29]3[CH:28]=[N:27][NH:26][C:25]=3[CH2:24]2)[CH2:11][N:10]1[CH2:31][C:32]1[CH:33]=[CH:34][CH:35]=[CH:36][CH:37]=1, predict the reactants needed to synthesize it. The reactants are: [F:1][C:2]1[CH:7]=[CH:6][C:5]([F:8])=[CH:4][C:3]=1[C@@H:9]1[C@@H:14]([NH:15]C(=O)OC(C)(C)C)[CH2:13][C@@H:12]([N:23]2[CH2:30][C:29]3[CH:28]=[N:27][NH:26][C:25]=3[CH2:24]2)[CH2:11][N:10]1[CH2:31][C:32]1[CH:37]=[CH:36][CH:35]=[CH:34][CH:33]=1.[C:38]([OH:44])([C:40]([F:43])([F:42])[F:41])=[O:39]. (8) Given the product [NH:15]1[CH2:14][CH:13]([O:12][C:7]2[N:8]([CH3:11])[C:9]3[C:5]([N:6]=2)=[C:4]([N:24]2[CH2:25][CH2:26][O:27][CH2:28][CH2:29]2)[N:3]=[C:2]([N:36]2[C:35]4[CH:60]=[CH:61][CH:62]=[CH:63][C:34]=4[N:33]=[C:32]2[CH:30]([CH3:31])[CH3:65])[N:10]=3)[CH2:16]1, predict the reactants needed to synthesize it. The reactants are: Cl[C:2]1[N:10]=[C:9]2[C:5]([N:6]=[C:7]([O:12][CH:13]3[CH2:16][N:15](C(OC(C)(C)C)=O)[CH2:14]3)[N:8]2[CH3:11])=[C:4]([N:24]2[CH2:29][CH2:28][O:27][CH2:26][CH2:25]2)[N:3]=1.[CH2:30]([C:32]1[N:36](C2N=C3C(N=C(OC4CCNCC4)N3C)=C(N3CCOCC3)N=2)[C:35]2[CH:60]=[CH:61][CH:62]=[CH:63][C:34]=2[N:33]=1)[CH3:31].F[C:65](F)(F)C(O)=O. (9) Given the product [ClH:33].[O:1]1[C:10]2[CH:9]=[C:8]([CH2:11][NH:12][CH:13]3[CH2:18][CH2:17][N:16]([CH2:19][CH2:20][N:21]4[C:30]5[C:25](=[CH:26][CH:27]=[C:28]([F:31])[CH:29]=5)[N:24]=[CH:23][C:22]4=[O:32])[CH2:15][CH2:14]3)[N:7]=[CH:6][C:5]=2[O:4][CH2:3][CH2:2]1, predict the reactants needed to synthesize it. The reactants are: [O:1]1[C:10]2[CH:9]=[C:8]([CH2:11][NH:12][CH:13]3[CH2:18][CH2:17][N:16]([CH2:19][CH2:20][N:21]4[C:30]5[C:25](=[CH:26][CH:27]=[C:28]([F:31])[CH:29]=5)[N:24]=[CH:23][C:22]4=[O:32])[CH2:15][CH2:14]3)[N:7]=[CH:6][C:5]=2[O:4][CH2:3][CH2:2]1.[ClH:33].C(OCC)(=O)C.